From a dataset of Forward reaction prediction with 1.9M reactions from USPTO patents (1976-2016). Predict the product of the given reaction. (1) Given the reactants [NH2:1][C:2]1[CH:3]=[CH:4][C:5]([O:12][CH:13]([C:20]2[CH:25]=[CH:24][C:23]([F:26])=[C:22]([F:27])[CH:21]=2)[C:14]2[CH:19]=[CH:18][CH:17]=[CH:16][CH:15]=2)=[C:6]([CH:11]=1)[C:7]([O:9][CH3:10])=[O:8].[CH3:28][O:29][C:30]1[CH:31]=[C:32]([N:38]=[C:39]=[O:40])[CH:33]=[CH:34][C:35]=1[O:36][CH3:37], predict the reaction product. The product is: [F:27][C:22]1[CH:21]=[C:20]([CH:13]([C:14]2[CH:15]=[CH:16][CH:17]=[CH:18][CH:19]=2)[O:12][C:5]2[CH:4]=[CH:3][C:2]([NH:1][C:39]([NH:38][C:32]3[CH:33]=[CH:34][C:35]([O:36][CH3:37])=[C:30]([O:29][CH3:28])[CH:31]=3)=[O:40])=[CH:11][C:6]=2[C:7]([O:9][CH3:10])=[O:8])[CH:25]=[CH:24][C:23]=1[F:26]. (2) Given the reactants [C:1]1(=[N:7][OH:8])[CH2:6][CH2:5][CH2:4][CH2:3][CH2:2]1.C([O-])(=O)C.C([O-])(=O)C.C([O-])(=O)C.C([O-])(=O)C.[Pb+4].[C:26]([CH2:28][C:29]([OH:31])=[O:30])#[N:27], predict the reaction product. The product is: [C:26]([CH2:28][C:29]([O:31][C:1]1([N:7]=[O:8])[CH2:6][CH2:5][CH2:4][CH2:3][CH2:2]1)=[O:30])#[N:27].